This data is from Kir2.1 potassium channel HTS with 301,493 compounds. The task is: Binary Classification. Given a drug SMILES string, predict its activity (active/inactive) in a high-throughput screening assay against a specified biological target. (1) The molecule is O1N=C(CC21CC(N(C2)C(=O)/C=C\CC)C(=O)N)c1cc(NC(=O)CCCCC)ccc1. The result is 0 (inactive). (2) The drug is Clc1ccc(S(=O)(=O)NC2(CCCCC2)C(O)=O)cc1. The result is 0 (inactive). (3) The compound is o1c2c(cc(CC(=O)c3c(cc(cc3)C)C)c1=O)cccc2OC. The result is 0 (inactive). (4) The drug is Clc1ccc(OCC(O)CSc2ncccc2)cc1. The result is 0 (inactive). (5) The drug is s1c2c(cc(C#CC3(O)CCCCC3)cc2)c(=O)c2c1cc(OC)c(OC)c2. The result is 0 (inactive).